From a dataset of Reaction yield outcomes from USPTO patents with 853,638 reactions. Predict the reaction yield, written as a fraction of the theoretical maximum amount of product (1.0 means a 100% yield; for example, 0.34 means a 34% yield). (1) The catalyst is CCOCC. The product is [ClH:39].[F:1][C:2]1[CH:7]=[C:6]([C:8]2[C:9]3[C:10]4[CH:24]=[CH:23][S:22][C:11]=4[C:12](=[O:21])[NH:13][C:14]=3[C:15]([CH3:20])=[CH:16][C:17]=2[O:18][CH3:19])[CH:5]=[CH:4][C:3]=1[CH:25]([CH:36]([CH3:38])[CH3:37])[CH2:26][NH:27][CH3:28]. The yield is 0.700. The reactants are [F:1][C:2]1[CH:7]=[C:6]([C:8]2[C:9]3[C:10]4[CH:24]=[CH:23][S:22][C:11]=4[C:12](=[O:21])[NH:13][C:14]=3[C:15]([CH3:20])=[CH:16][C:17]=2[O:18][CH3:19])[CH:5]=[CH:4][C:3]=1[CH:25]([CH:36]([CH3:38])[CH3:37])[CH2:26][N:27](C)[C:28](=O)OC(C)(C)C.[ClH:39]. (2) The reactants are [C:1]([C:3]1[C:8](Cl)=[CH:7][CH:6]=[CH:5][N:4]=1)#[N:2].[F-:10].[K+]. The catalyst is CN1CCCC1=O.C(OCC)(=O)C. The product is [C:1]([C:3]1[C:8]([F:10])=[CH:7][CH:6]=[CH:5][N:4]=1)#[N:2]. The yield is 0.500. (3) The reactants are [C:1]([NH:4][C:5]1[CH:14]=[CH:13][C:12]2[C:7](=[CH:8][C:9]([CH3:15])=[CH:10][CH:11]=2)[N:6]=1)(=[O:3])[CH3:2].[Br:16]N1C(=O)CCC1=O. The catalyst is C1C=CC=CC=1.C(OOC(=O)C1C=CC=CC=1)(=O)C1C=CC=CC=1. The product is [C:1]([NH:4][C:5]1[CH:14]=[CH:13][C:12]2[C:7](=[CH:8][C:9]([CH2:15][Br:16])=[CH:10][CH:11]=2)[N:6]=1)(=[O:3])[CH3:2]. The yield is 0.640. (4) The reactants are [N:1]1([C:7]2[CH:16]=[N:15][C:14]3[C:9](=[CH:10][C:11](B4OC(C)(C)C(C)(C)O4)=[CH:12][CH:13]=3)[N:8]=2)[CH2:6][CH2:5][O:4][CH2:3][CH2:2]1.Br[C:27]1[CH:28]=[C:29]2[CH:35]=[N:34][NH:33][C:30]2=[N:31][CH:32]=1.C(=O)([O-])[O-].[Na+].[Na+]. The catalyst is O1CCOCC1. The product is [N:1]1([C:7]2[CH:16]=[N:15][C:14]3[C:9](=[CH:10][C:11]([C:27]4[CH:28]=[C:29]5[CH:35]=[N:34][NH:33][C:30]5=[N:31][CH:32]=4)=[CH:12][CH:13]=3)[N:8]=2)[CH2:2][CH2:3][O:4][CH2:5][CH2:6]1. The yield is 0.260. (5) The reactants are [CH2:1]1[O:3][C@H:2]1[CH2:4][OH:5].[NH:6]1[CH2:11][CH2:10][O:9][CH2:8][CH2:7]1. The catalyst is C(O)C. The product is [N:6]1([CH2:1][C@@H:2]([OH:3])[CH2:4][OH:5])[CH2:11][CH2:10][O:9][CH2:8][CH2:7]1. The yield is 1.02. (6) The reactants are C(OC([NH:8][C@@H:9]([CH2:18][S:19][CH2:20][C:21]1[CH:26]=[CH:25][C:24]([O:27][CH3:28])=[CH:23][CH:22]=1)[CH2:10][O:11][C:12](=[O:17])[C:13]([CH3:16])([CH3:15])[CH3:14])=O)(C)(C)C.Cl.O1CCOCC1. The catalyst is ClCCl. The product is [NH2:8][C@@H:9]([CH2:18][S:19][CH2:20][C:21]1[CH:26]=[CH:25][C:24]([O:27][CH3:28])=[CH:23][CH:22]=1)[CH2:10][O:11][C:12](=[O:17])[C:13]([CH3:16])([CH3:15])[CH3:14]. The yield is 0.950. (7) The reactants are C([O-])(=O)C.[NH4+:5].[CH3:6][O:7][C:8](=[O:35])[CH2:9][CH:10]([NH:20][C:21]([C@@H:23]1[CH2:27][CH2:26][CH2:25][N:24]1[C:28]([O:30][C:31]([CH3:34])([CH3:33])[CH3:32])=[O:29])=O)[C:11]([C:13]1[CH:18]=[CH:17][C:16]([Br:19])=[CH:15][CH:14]=1)=O. The catalyst is C1(C)C(C)=CC=CC=1.C(OCC)(=O)C. The product is [Br:19][C:16]1[CH:17]=[CH:18][C:13]([C:11]2[N:5]=[C:21]([C@@H:23]3[CH2:27][CH2:26][CH2:25][N:24]3[C:28]([O:30][C:31]([CH3:34])([CH3:33])[CH3:32])=[O:29])[NH:20][C:10]=2[CH2:9][C:8]([O:7][CH3:6])=[O:35])=[CH:14][CH:15]=1. The yield is 0.460. (8) The reactants are [C:1]([C:5]1[S:30][C:8]2[C:9](=[O:29])[N:10]([CH2:12][C:13]3[CH:18]=[CH:17][C:16](B4OC(C)(C)C(C)(C)O4)=[CH:15][C:14]=3[F:28])[CH2:11][C:7]=2[CH:6]=1)([CH3:4])([CH3:3])[CH3:2].Cl[C:32]1[CH:37]=[CH:36][N:35]=[C:34]([NH2:38])[C:33]=1[N+:39]([O-])=O.[CH3:42][N:43]1[CH:47]=[C:46]([CH:48]=O)[CH:45]=[N:44]1. No catalyst specified. The product is [C:1]([C:5]1[S:30][C:8]2[C:9](=[O:29])[N:10]([CH2:12][C:13]3[CH:18]=[CH:17][C:16]([C:32]4[CH:37]=[CH:36][N:35]=[C:34]5[NH:38][C:48]([C:46]6[CH:45]=[N:44][N:43]([CH3:42])[CH:47]=6)=[N:39][C:33]=45)=[CH:15][C:14]=3[F:28])[CH2:11][C:7]=2[CH:6]=1)([CH3:3])([CH3:2])[CH3:4]. The yield is 0.110. (9) The reactants are Br[C:2]1[S:3][CH:4]=[C:5]([CH2:7][N:8]([C:15]2[CH:20]=[CH:19][C:18]([F:21])=[CH:17][CH:16]=2)[C:9](=[O:14])[C:10]([CH3:13])([CH3:12])[CH3:11])[N:6]=1.[N:22]1[CH:27]=[CH:26][CH:25]=[CH:24][C:23]=1[N:28]1[CH2:33][CH2:32][NH:31][CH2:30][CH2:29]1. No catalyst specified. The product is [F:21][C:18]1[CH:19]=[CH:20][C:15]([N:8]([CH2:7][C:5]2[N:6]=[C:2]([N:31]3[CH2:32][CH2:33][N:28]([C:23]4[CH:24]=[CH:25][CH:26]=[CH:27][N:22]=4)[CH2:29][CH2:30]3)[S:3][CH:4]=2)[C:9](=[O:14])[C:10]([CH3:13])([CH3:12])[CH3:11])=[CH:16][CH:17]=1. The yield is 0.510.